This data is from Peptide-MHC class II binding affinity with 134,281 pairs from IEDB. The task is: Regression. Given a peptide amino acid sequence and an MHC pseudo amino acid sequence, predict their binding affinity value. This is MHC class II binding data. (1) The peptide sequence is PFTVRYTTEGGTKTE. The MHC is HLA-DQA10201-DQB10202 with pseudo-sequence HLA-DQA10201-DQB10202. The binding affinity (normalized) is 0.171. (2) The peptide sequence is RICCEPKKTTNAEFT. The MHC is DRB1_0101 with pseudo-sequence DRB1_0101. The binding affinity (normalized) is 0.189. (3) The peptide sequence is TPVNIIGRNLLTQIG. The MHC is DRB4_0101 with pseudo-sequence DRB4_0103. The binding affinity (normalized) is 0.427.